This data is from Catalyst prediction with 721,799 reactions and 888 catalyst types from USPTO. The task is: Predict which catalyst facilitates the given reaction. (1) Product: [CH2:1]([O:8][C:9]1[CH:36]=[CH:35][C:12]([C:13]2[O:14][C:17]3[CH:18]=[C:19]([O:22][CH2:23][C@@H:24]([NH:26][C:27](=[O:33])[O:28][C:29]([CH3:32])([CH3:31])[CH3:30])[CH3:25])[N:20]=[CH:21][C:16]=3[N:15]=2)=[CH:11][CH:10]=1)[C:2]1[CH:7]=[CH:6][CH:5]=[CH:4][CH:3]=1. Reactant: [CH2:1]([O:8][C:9]1[CH:36]=[CH:35][C:12]([C:13]([NH:15][C:16]2[C:17](Cl)=[CH:18][C:19]([O:22][CH2:23][C@@H:24]([NH:26][C:27](=[O:33])[O:28][C:29]([CH3:32])([CH3:31])[CH3:30])[CH3:25])=[N:20][CH:21]=2)=[O:14])=[CH:11][CH:10]=1)[C:2]1[CH:7]=[CH:6][CH:5]=[CH:4][CH:3]=1.C(=O)([O-])[O-].[K+].[K+].C(OCC)(=O)C. The catalyst class is: 122. (2) Reactant: Cl.C(O[N:5]=[CH:6][C:7]1[CH:8]=[C:9]2[C:13](=[CH:14][CH:15]=1)[NH:12][N:11]=[C:10]2[C:16]1[CH:17]=[C:18]([NH:22][C:23](=[O:28])[CH2:24][CH:25]([CH3:27])[CH3:26])[CH:19]=[CH:20][CH:21]=1)C.[NH2:29][NH:30][C:31](=O)[CH2:32][N:33]([CH3:35])[CH3:34].C[O-].[Na+]. Product: [CH3:34][N:33]([CH2:32][C:31]1[NH:30][N:29]=[C:6]([C:7]2[CH:8]=[C:9]3[C:13](=[CH:14][CH:15]=2)[NH:12][N:11]=[C:10]3[C:16]2[CH:17]=[C:18]([NH:22][C:23](=[O:28])[CH2:24][CH:25]([CH3:26])[CH3:27])[CH:19]=[CH:20][CH:21]=2)[N:5]=1)[CH3:35]. The catalyst class is: 5. (3) Reactant: [Cl:1][C:2]1[CH:3]=[C:4]([CH3:29])[C:5]2[N:10]=[C:9]([C:11]3[N:15]([C:16]4[C:21]([Cl:22])=[CH:20][CH:19]=[CH:18][N:17]=4)[N:14]=[C:13]([C:23]([F:26])([F:25])[F:24])[CH:12]=3)[O:8][C:7](=[O:27])[C:6]=2[CH:28]=1.[NH2:30][CH2:31][CH:32]1[CH2:35][CH2:34][O:33]1. Product: [Cl:1][C:2]1[CH:28]=[C:6]([C:7]([NH:30][CH2:31][CH:32]2[CH2:35][CH2:34][O:33]2)=[O:27])[C:5]([NH:10][C:9]([C:11]2[N:15]([C:16]3[C:21]([Cl:22])=[CH:20][CH:19]=[CH:18][N:17]=3)[N:14]=[C:13]([C:23]([F:25])([F:24])[F:26])[CH:12]=2)=[O:8])=[C:4]([CH3:29])[CH:3]=1. The catalyst class is: 7. (4) Reactant: [Cl:1][C:2]1[CH:7]=[CH:6][CH:5]=[C:4]([Cl:8])[C:3]=1[O:9][CH2:10][C:11]1[C:15]([CH2:16][O:17][C:18]2[CH:19]=[C:20]3[C:24](=[CH:25][CH:26]=2)[N:23]([CH2:27][C:28]2[CH:29]=[C:30]([CH:35]=[CH:36][CH:37]=2)[C:31]([O:33]C)=[O:32])[CH:22]=[CH:21]3)=[C:14]([CH:38]([CH3:40])[CH3:39])[O:13][N:12]=1.O1CCCC1.[OH-].[Na+]. Product: [Cl:8][C:4]1[CH:5]=[CH:6][CH:7]=[C:2]([Cl:1])[C:3]=1[O:9][CH2:10][C:11]1[C:15]([CH2:16][O:17][C:18]2[CH:19]=[C:20]3[C:24](=[CH:25][CH:26]=2)[N:23]([CH2:27][C:28]2[CH:29]=[C:30]([CH:35]=[CH:36][CH:37]=2)[C:31]([OH:33])=[O:32])[CH:22]=[CH:21]3)=[C:14]([CH:38]([CH3:40])[CH3:39])[O:13][N:12]=1. The catalyst class is: 5.